This data is from Full USPTO retrosynthesis dataset with 1.9M reactions from patents (1976-2016). The task is: Predict the reactants needed to synthesize the given product. (1) Given the product [Cl:30][CH2:31][C:32]1[CH:33]=[C:34]([C:35]([NH:1][CH2:2][C:3]2[CH:4]=[CH:5][C:6]([F:29])=[C:7]([C:9]3[CH:14]=[CH:13][CH:12]=[C:11]([CH2:15][N:16]4[CH2:17][CH2:18][N:19]([C:22]([O:24][C:25]([CH3:26])([CH3:28])[CH3:27])=[O:23])[CH2:20][CH2:21]4)[CH:10]=3)[CH:8]=2)=[O:36])[CH:38]=[CH:39][CH:40]=1, predict the reactants needed to synthesize it. The reactants are: [NH2:1][CH2:2][C:3]1[CH:4]=[CH:5][C:6]([F:29])=[C:7]([C:9]2[CH:14]=[CH:13][CH:12]=[C:11]([CH2:15][N:16]3[CH2:21][CH2:20][N:19]([C:22]([O:24][C:25]([CH3:28])([CH3:27])[CH3:26])=[O:23])[CH2:18][CH2:17]3)[CH:10]=2)[CH:8]=1.[Cl:30][CH2:31][C:32]1[CH:33]=[C:34]([CH:38]=[CH:39][CH:40]=1)[C:35](O)=[O:36].C(Cl)CCl.C1C=CC2N(O)N=NC=2C=1.CCN(CC)CC. (2) Given the product [CH3:50][O:51][C:26]1[CH:19]=[C:44]2[C:42](=[CH:41][C:45]=1[O:47][CH3:48])[N:43]=[C:39]([NH:27][C:28]1[CH:29]=[C:30]3[C:35](=[CH:36][CH:37]=1)[N:34]=[CH:33][CH:32]=[CH:31]3)[N:38]=[C:58]2[NH:11][CH2:10][C:9]1[CH:8]=[CH:7][C:6]([S:3]([NH2:2])(=[O:4])=[O:5])=[CH:13][CH:12]=1, predict the reactants needed to synthesize it. The reactants are: Cl.[NH2:2][S:3]([C:6]1[CH:13]=[CH:12][C:9]([CH2:10][NH2:11])=[CH:8][CH:7]=1)(=[O:5])=[O:4].Cl.CS([C:19]1[CH:26]=CC(CN)=CC=1)(=O)=O.[NH2:27][C:28]1[CH:29]=[C:30]2[C:35](=[CH:36][CH:37]=1)[N:34]=[CH:33][CH:32]=[CH:31]2.[NH2:38][C:39]1S[C:41]([C:45]([O:47][CH2:48]C)=O)=[C:42]([CH3:44])[N:43]=1.[C:50](O)(C(F)(F)F)=[O:51].O.[CH3:58]O. (3) The reactants are: [Cl:1][C:2]1[CH:3]=[C:4]2[C:8](=[C:9]([NH:11][CH:12]3[CH2:17][CH2:16][NH:15][CH2:14][CH2:13]3)[CH:10]=1)[NH:7][C:6]([CH2:18][CH2:19][N:20]1[CH2:25][CH2:24][NH:23][C:22](=[O:26])[CH2:21]1)=[CH:5]2.C(N(CC)CC)C.[C:34](OC(=O)C)(=[O:36])[CH3:35]. Given the product [C:34]([N:15]1[CH2:14][CH2:13][CH:12]([NH:11][C:9]2[CH:10]=[C:2]([Cl:1])[CH:3]=[C:4]3[C:8]=2[NH:7][C:6]([CH2:18][CH2:19][N:20]2[CH2:25][CH2:24][NH:23][C:22](=[O:26])[CH2:21]2)=[CH:5]3)[CH2:17][CH2:16]1)(=[O:36])[CH3:35], predict the reactants needed to synthesize it. (4) Given the product [CH2:1]1[CH:5]2[C@@H:6]3[CH:10]=[CH:9][C@H:8]([CH:4]2[CH:3]=[CH:2]1)[CH2:7]3, predict the reactants needed to synthesize it. The reactants are: [CH2:1]1[CH:5]2[CH:6]3[CH:10]=[CH:9][CH:8]([CH:4]2[CH:3]=[CH:2]1)[CH2:7]3. (5) The reactants are: C(OC(=O)[NH:7][C:8]1[CH:13]=[CH:12][C:11]([F:14])=[C:10]([Br:15])[N:9]=1)(C)(C)C.C(O)(C(F)(F)F)=O. Given the product [Br:15][C:10]1[N:9]=[C:8]([NH2:7])[CH:13]=[CH:12][C:11]=1[F:14], predict the reactants needed to synthesize it.